Task: Predict which catalyst facilitates the given reaction.. Dataset: Catalyst prediction with 721,799 reactions and 888 catalyst types from USPTO (1) Reactant: Cl[C:2]1[C:3]([N+:9]([O-:11])=[O:10])=[C:4]([CH:6]=[CH:7][CH:8]=1)[NH2:5].[NH:12]1[CH2:17][CH2:16][CH2:15][CH2:14][CH2:13]1.C([O-])([O-])=O.[K+].[K+]. Product: [N+:9]([C:3]1[C:2]([N:12]2[CH2:17][CH2:16][CH2:15][CH2:14][CH2:13]2)=[CH:8][CH:7]=[CH:6][C:4]=1[NH2:5])([O-:11])=[O:10]. The catalyst class is: 31. (2) Reactant: [NH2:1][C:2]1[C:7]([N+:8]([O-])=O)=[C:6]([CH3:11])[CH:5]=[C:4]([Cl:12])[N:3]=1.O.O.[Sn](Cl)Cl.[OH-].[Na+].[C:20](O)(=O)[CH3:21].C(=O)([O-])[O-].[Na+].[Na+].N. Product: [Cl:12][C:4]1[N:3]=[C:2]2[N:1]=[C:20]([CH3:21])[NH:8][C:7]2=[C:6]([CH3:11])[CH:5]=1. The catalyst class is: 162. (3) Reactant: [CH3:1][O:2][C:3]1[CH:4]=[C:5]([CH:7]=[C:8]([O:10][CH3:11])[CH:9]=1)[NH2:6].[F:12][C:13]([F:20])([F:19])[C:14](OCC)=[O:15]. Product: [CH3:11][O:10][C:8]1[CH:7]=[C:5]([NH:6][C:14](=[O:15])[C:13]([F:20])([F:19])[F:12])[CH:4]=[C:3]([O:2][CH3:1])[CH:9]=1. The catalyst class is: 7. (4) Reactant: [CH3:1]C(C)=O.[Br:5][C:6]1[C:11]([OH:12])=[C:10]([F:13])[C:9]([Cl:14])=[CH:8][CH:7]=1.C(=O)([O-])[O-].[K+].[K+].IC. Product: [Br:5][C:6]1[CH:7]=[CH:8][C:9]([Cl:14])=[C:10]([F:13])[C:11]=1[O:12][CH3:1]. The catalyst class is: 238. (5) Reactant: Cl.[CH:2]1([C:8]2[CH:13]=[CH:12][C:11]([CH2:14][O:15][C:16]3[CH:17]=[C:18]4[C:22](=[CH:23][CH:24]=3)[NH:21][CH2:20][CH2:19]4)=[C:10]([C:25]([F:28])([F:27])[F:26])[CH:9]=2)[CH2:7][CH2:6][CH2:5][CH2:4][CH2:3]1.[C:29]([O:33][C:34]([N:36]([CH2:46][C:47](O)=[O:48])[CH2:37][CH2:38][C:39]([O:41][C:42]([CH3:45])([CH3:44])[CH3:43])=[O:40])=[O:35])([CH3:32])([CH3:31])[CH3:30].CCN=C=NCCCN(C)C.Cl.C1C=CC2N(O)N=NC=2C=1. Product: [C:42]([O:41][C:39](=[O:40])[CH2:38][CH2:37][N:36]([C:34]([O:33][C:29]([CH3:32])([CH3:31])[CH3:30])=[O:35])[CH2:46][C:47]([N:21]1[C:22]2[C:18](=[CH:17][C:16]([O:15][CH2:14][C:11]3[CH:12]=[CH:13][C:8]([CH:2]4[CH2:3][CH2:4][CH2:5][CH2:6][CH2:7]4)=[CH:9][C:10]=3[C:25]([F:28])([F:26])[F:27])=[CH:24][CH:23]=2)[CH2:19][CH2:20]1)=[O:48])([CH3:44])([CH3:45])[CH3:43]. The catalyst class is: 3. (6) Reactant: [Br:1][C:2]1[CH:10]=[C:9]2[C:5]([C:6]([CH:32]([F:34])[F:33])=[CH:7][N:8]2[S:11]([C:14]2[CH:19]=[CH:18][C:17]([O:20][CH2:21][C:22]([F:25])([F:24])[F:23])=[C:16]([N:26]3[CH2:31][CH2:30][NH:29][CH2:28][CH2:27]3)[CH:15]=2)(=[O:13])=[O:12])=[CH:4][CH:3]=1.[C:35]([BH3-])#N.[Na+].C=O. Product: [Br:1][C:2]1[CH:10]=[C:9]2[C:5]([C:6]([CH:32]([F:33])[F:34])=[CH:7][N:8]2[S:11]([C:14]2[CH:19]=[CH:18][C:17]([O:20][CH2:21][C:22]([F:25])([F:23])[F:24])=[C:16]([N:26]3[CH2:31][CH2:30][N:29]([CH3:35])[CH2:28][CH2:27]3)[CH:15]=2)(=[O:12])=[O:13])=[CH:4][CH:3]=1. The catalyst class is: 5. (7) Reactant: [OH:1][C:2]1[CH:3]=[C:4]([C:12]([O:14][CH3:15])=[O:13])[C:5](=[CH:10][CH:11]=1)[C:6]([O:8][CH3:9])=[O:7].[C:16]([N:23]1[CH2:29][CH2:28][CH2:27][C@H:24]1[CH2:25]O)([O:18][C:19]([CH3:22])([CH3:21])[CH3:20])=[O:17].C1C=CC(P(C2C=CC=CC=2)C2C=CC=CC=2)=CC=1.CC(OC(/N=N/C(OC(C)C)=O)=O)C. Product: [C:19]([O:18][C:16]([N:23]1[CH2:29][CH2:28][CH2:27][C@H:24]1[CH2:25][O:1][C:2]1[CH:3]=[C:4]([C:12]([O:14][CH3:15])=[O:13])[C:5](=[CH:10][CH:11]=1)[C:6]([O:8][CH3:9])=[O:7])=[O:17])([CH3:22])([CH3:20])[CH3:21]. The catalyst class is: 1. (8) Product: [CH2:2]([C:3]1[C:13]([OH:16])=[C:26]([CH2:27][CH2:22][CH3:21])[CH:25]=[CH:24][C:23]=1[OH:19])[CH2:7][CH3:8]. Reactant: Br[CH:2]([C:7]1C=CC=C[CH:8]=1)[C:3](OC)=O.[C:13]([O-:16])([O-])=O.[Cs+].[Cs+].[O:19]1[C:23]2[CH:24]=[CH:25][CH:26]=[CH:27][C:22]=2[CH:21]=N1.Cl. The catalyst class is: 3.